This data is from Experimentally validated miRNA-target interactions with 360,000+ pairs, plus equal number of negative samples. The task is: Binary Classification. Given a miRNA mature sequence and a target amino acid sequence, predict their likelihood of interaction. (1) The miRNA is cel-miR-271 with sequence UCGCCGGGUGGAAAGCAUUC. The protein sequence of the target gene is MEPEDLPWPGELEEEEEEEEEEEEEEEEAAAAAAANVDDVVVVEEVEEEAGRELDSDSHYGPQHLESIDDEEDEEAKAWLQAHPGRILPPLSPPQHRYSEGERTSLEKIVPLTCHVWQQIVYQGNSRTQISDTNVVCLETTAQRGSGDDQKTESWHCLPQEMDSSQTLDTSQTRFNVRTEDTEVTDFPSLEEGILTQSENQVKEPNRDLFCSPLLVIQDSFASPDLPLLTCLTQDQEFAPDSLFHQSELSFAPLRGIPDKSEDTEWSSRPSEVSEALFQATAEVASDLASSRFSVSQHPL.... Result: 0 (no interaction). (2) The miRNA is hsa-miR-8089 with sequence CCUGGGGACAGGGGAUUGGGGCAG. The protein sequence of the target gene is MSKGPAVGIDLGTTYSCVGVFQHGKVEIIANDQGNRTTPSYVAFTDTERLIGDAAKNQVAMNPTNTVFDAKRLIGRRFDDAVVQSDMKHWPFMVVNDAGRPKVQVEYKGETKSFYPEEVSSMVLTKMKEIAEAYLGKTVTNAVVTVPAYFNDSQRQATKDAGTIAGLNVLRIINEPTAAAIAYGLDKKVGAERNVLIFDLGGGTFDVSILTIEDGIFEVKSTAGDTHLGGEDFDNRMVNHFIAEFKRKHKKDISENKRAVRRLRTACERAKRTLSSSTQASIEIDSLYEGIDFYTSITRA.... Result: 0 (no interaction). (3) The miRNA is hsa-let-7d-5p with sequence AGAGGUAGUAGGUUGCAUAGUU. The protein sequence of the target gene is MEPLASNIQVLLQAAEFLERREREAEHGYASLCPHRSPGPIHRRKKRPPQAPGAQDSGRSVHNELEKRRRAQLKRCLERLKQQMPLGADCARYTTLSLLRRARMHIQKLEDQEQRARQLKERLRSKQQSLQRQLEQLRGLAGAAERERLRADSLDSSGLSSERSDSDQEELEVDVESLVFGGEAELLRGFVAGQEHSYSHGGGAWL. Result: 0 (no interaction). (4) The miRNA is hsa-miR-6760-5p with sequence CAGGGAGAAGGUGGAAGUGCAGA. The protein sequence of the target gene is MAQASLLACEGLAGVSLVPTAASKKMMLSQIASKQAENGERAGSPDVLRCSSQGHRKDSDKSRSRKDDDSLSEASHSKKTVKKVVVVEQNGSFQVKIPKNFVCEHCFGAFRSSYHLKRHILIHTGEKPFECDICDMRFIQKYHLERHKRVHSGEKPYQCERCHQCFSRTDRLLRHKRMCQGCQSKTSDGQFSL. Result: 1 (interaction).